From a dataset of Reaction yield outcomes from USPTO patents with 853,638 reactions. Predict the reaction yield, written as a fraction of the theoretical maximum amount of product (1.0 means a 100% yield; for example, 0.34 means a 34% yield). (1) The reactants are [N:1]([C@@H:4]1[CH2:13][C:12]2[C:7](=[CH:8][CH:9]=[CH:10][CH:11]=2)[N:6]([C:14]([O:16][CH3:17])=[O:15])[CH2:5]1)=[N+:2]=[N-:3].C(O[Na])(C)=O.[Br:23]Br. The catalyst is C(O)(=O)C. The yield is 0.950. The product is [N:1]([C@@H:4]1[CH2:13][C:12]2[C:7](=[CH:8][CH:9]=[C:10]([Br:23])[CH:11]=2)[N:6]([C:14]([O:16][CH3:17])=[O:15])[CH2:5]1)=[N+:2]=[N-:3]. (2) The reactants are Cl.[Cl:2][C:3]1[CH:16]=[CH:15][C:6]([C:7](N2CCCCC2)=[O:8])=[CH:5][CH:4]=1.Cl[C:18]1[N:23]([CH3:24])[C:22](=[O:25])[CH:21]=[C:20]([C:26]2[CH:31]=[CH:30][N:29]=[CH:28][N:27]=2)[N:19]=1.C([N:34]([CH2:37][CH3:38])[CH2:35][CH3:36])C.O.[CH3:40]N(C)C=O. No catalyst specified. The product is [Cl:2][C:3]1[CH:4]=[CH:5][C:6]([C:7]([CH:40]2[CH2:36][CH2:35][N:34]([C:18]3[N:23]([CH3:24])[C:22](=[O:25])[CH:21]=[C:20]([C:26]4[CH:31]=[CH:30][N:29]=[CH:28][N:27]=4)[N:19]=3)[CH2:37][CH2:38]2)=[O:8])=[CH:15][CH:16]=1. The yield is 0.920. (3) The reactants are [CH3:1][O:2][C:3]1[CH:13]=[CH:12][CH:11]=[C:5]2[C:6]([NH:8][C:9](=O)[C:4]=12)=O.B.CO.Cl. The catalyst is O1CCCC1. The product is [CH3:1][O:2][C:3]1[CH:13]=[CH:12][CH:11]=[C:5]2[C:4]=1[CH2:9][NH:8][CH2:6]2. The yield is 0.590. (4) The reactants are [Cl:1][C:2]1[CH:3]=[CH:4][C:5](F)=[C:6]([CH:9]=1)[C:7]#[N:8].[CH3:11][C:12]1[N:13]=[CH:14][NH:15][CH:16]=1.C(=O)([O-])[O-].[K+].[K+]. No catalyst specified. The product is [Cl:1][C:2]1[CH:3]=[CH:4][C:5]([N:15]2[CH:16]=[C:12]([CH3:11])[N:13]=[CH:14]2)=[C:6]([CH:9]=1)[C:7]#[N:8]. The yield is 0.630. (5) The catalyst is C1C=CC=CC=1. The yield is 0.650. The reactants are [Cl:1][S:2]([N:5]=[C:6]=[O:7])(=[O:4])=[O:3].[C:8]([OH:12])([CH3:11])([CH3:10])[CH3:9]. The product is [Cl:1][S:2]([NH:5][C:6](=[O:7])[O:12][C:8]([CH3:11])([CH3:10])[CH3:9])(=[O:4])=[O:3]. (6) The reactants are [C:1]([C:3]1[CH:22]=[CH:21][C:6]([CH:7]=[C:8]2[CH2:13][CH2:12][N:11]([C:14]([O:16][C:17]([CH3:20])([CH3:19])[CH3:18])=[O:15])[CH2:10][CH2:9]2)=[CH:5][CH:4]=1)#N. The catalyst is CO.C1COCC1.[Pd]. The product is [CH3:1][C:3]1[CH:4]=[CH:5][C:6]([CH2:7][CH:8]2[CH2:9][CH2:10][N:11]([C:14]([O:16][C:17]([CH3:18])([CH3:20])[CH3:19])=[O:15])[CH2:12][CH2:13]2)=[CH:21][CH:22]=1. The yield is 0.780.